Dataset: Catalyst prediction with 721,799 reactions and 888 catalyst types from USPTO. Task: Predict which catalyst facilitates the given reaction. (1) Product: [CH3:1][C:2]1[C:3]([S:7][C:8]2[N:12]=[CH:11][NH:10][N:9]=2)=[C:4]([CH3:5])[O:6][N:19]=1. The catalyst class is: 8. Reactant: [CH3:1][C:2](=O)[CH:3]([S:7][C:8]1[N:12]=[CH:11][NH:10][N:9]=1)[C:4](=[O:6])[CH3:5].Cl.NO.C([N:19](CC)CC)C. (2) Reactant: C(O[C:4]([C:6]1[C:7]2[N:8]=[CH:9][CH:10]=[N:11][C:12]=2[C:13]([C:16]2[C:21]([F:22])=[C:20]([O:23][CH3:24])[CH:19]=[C:18]([O:25][CH3:26])[C:17]=2[F:27])=[CH:14][CH:15]=1)=[O:5])C.[CH3:28][C:29]1([CH3:44])[CH2:34][N:33]([CH3:35])[CH2:32][CH2:31][N:30]1[CH2:36][C:37]1[N:42]=[CH:41][C:40]([NH2:43])=[CH:39][CH:38]=1.C[Al](C)C.C([O-])(O)=O.[Na+]. Product: [CH3:28][C:29]1([CH3:44])[CH2:34][N:33]([CH3:35])[CH2:32][CH2:31][N:30]1[CH2:36][C:37]1[N:42]=[CH:41][C:40]([NH:43][C:4]([C:6]2[C:7]3[N:8]=[CH:9][CH:10]=[N:11][C:12]=3[C:13]([C:16]3[C:17]([F:27])=[C:18]([O:25][CH3:26])[CH:19]=[C:20]([O:23][CH3:24])[C:21]=3[F:22])=[CH:14][CH:15]=2)=[O:5])=[CH:39][CH:38]=1. The catalyst class is: 512.